This data is from Full USPTO retrosynthesis dataset with 1.9M reactions from patents (1976-2016). The task is: Predict the reactants needed to synthesize the given product. Given the product [Cl:1][C:2]1[CH:3]=[CH:4][C:5]([CH2:8][N:10]2[CH2:14][CH2:13][CH2:12][CH2:11]2)=[CH:6][N:7]=1, predict the reactants needed to synthesize it. The reactants are: [Cl:1][C:2]1[N:7]=[CH:6][C:5]([CH:8]=O)=[CH:4][CH:3]=1.[NH:10]1[CH2:14][CH2:13][CH2:12][CH2:11]1.